From a dataset of Forward reaction prediction with 1.9M reactions from USPTO patents (1976-2016). Predict the product of the given reaction. (1) Given the reactants Br[C:2]1[CH:3]=[C:4]([C:8](=[O:24])[C:9]([C:11]2[CH:16]=[CH:15][C:14]([O:17][CH:18]([F:20])[F:19])=[C:13]([CH:21]3[CH2:23][CH2:22]3)[CH:12]=2)=[O:10])[CH:5]=[CH:6][CH:7]=1.[CH:25]([Si:28]([C:35]#[CH:36])([CH:32]([CH3:34])[CH3:33])[CH:29]([CH3:31])[CH3:30])([CH3:27])[CH3:26].[Al], predict the reaction product. The product is: [CH:21]1([C:13]2[CH:12]=[C:11]([C:9](=[O:10])[C:8]([C:4]3[CH:5]=[CH:6][CH:7]=[C:2]([C:36]#[C:35][Si:28]([CH:25]([CH3:27])[CH3:26])([CH:32]([CH3:34])[CH3:33])[CH:29]([CH3:31])[CH3:30])[CH:3]=3)=[O:24])[CH:16]=[CH:15][C:14]=2[O:17][CH:18]([F:20])[F:19])[CH2:23][CH2:22]1. (2) Given the reactants [NH3:1].[CH2:2]([O:9][C:10]1[CH:15]=[CH:14][C:13]([N:16]2[C:22](=[O:23])[C:21]3[C:24](Cl)=[N:25][CH:26]=[N:27][C:20]=3[O:19][C@H:18]([CH3:29])[CH2:17]2)=[CH:12][C:11]=1[F:30])[C:3]1[CH:8]=[CH:7][CH:6]=[CH:5][CH:4]=1, predict the reaction product. The product is: [NH2:1][C:24]1[C:21]2[C:22](=[O:23])[N:16]([C:13]3[CH:14]=[CH:15][C:10]([O:9][CH2:2][C:3]4[CH:8]=[CH:7][CH:6]=[CH:5][CH:4]=4)=[C:11]([F:30])[CH:12]=3)[CH2:17][C@@H:18]([CH3:29])[O:19][C:20]=2[N:27]=[CH:26][N:25]=1. (3) The product is: [C:1]1([N:7]([C:22]2[CH:27]=[CH:26][CH:25]=[C:24]([C:28]([F:31])([F:30])[F:29])[CH:23]=2)[CH:8]2[CH2:13][CH2:12][NH:11][CH2:10][CH2:9]2)[CH:6]=[CH:5][CH:4]=[CH:3][CH:2]=1. Given the reactants [C:1]1([NH:7][CH:8]2[CH2:13][CH2:12][N:11](C(OC(C)(C)C)=O)[CH2:10][CH2:9]2)[CH:6]=[CH:5][CH:4]=[CH:3][CH:2]=1.I[C:22]1[CH:27]=[CH:26][CH:25]=[C:24]([C:28]([F:31])([F:30])[F:29])[CH:23]=1.CC(C)([O-])C.[K+].O1CCCC1, predict the reaction product.